From a dataset of Catalyst prediction with 721,799 reactions and 888 catalyst types from USPTO. Predict which catalyst facilitates the given reaction. (1) Reactant: [CH3:1][S:2][C:3]1[CH:8]=[CH:7][C:6]([C@H:9]2[C@H:18]3[CH2:19][CH2:20][NH:21][C@H:17]3[C:16]3[CH:15]=[CH:14][CH:13]=[CH:12][C:11]=3[NH:10]2)=[CH:5][CH:4]=1.[C:22]([NH:30][C@@H:31]1[CH2:36][CH2:35][CH2:34][CH2:33][C@@H:32]1[C:37](O)=[O:38])(=[O:29])[C:23]1[CH:28]=[CH:27][CH:26]=[CH:25][CH:24]=1.C(N(CC)CC)C.CCOC(OC(OCC)=O)=O. Product: [CH3:1][S:2][C:3]1[CH:4]=[CH:5][C:6]([C@H:9]2[C@H:18]3[CH2:19][CH2:20][N:21]([C:37]([C@H:32]4[CH2:33][CH2:34][CH2:35][CH2:36][C@H:31]4[NH:30][C:22](=[O:29])[C:23]4[CH:24]=[CH:25][CH:26]=[CH:27][CH:28]=4)=[O:38])[C@H:17]3[C:16]3[CH:15]=[CH:14][CH:13]=[CH:12][C:11]=3[NH:10]2)=[CH:7][CH:8]=1. The catalyst class is: 3. (2) Reactant: C1C(=O)N([Cl:8])C(=O)C1.[Cl:9][C:10]1[CH:15]=[CH:14][N:13]=[C:12]([NH:16][C:17](=[O:22])[C:18]([CH3:21])([CH3:20])[CH3:19])[CH:11]=1. Product: [Cl:9][C:10]1[C:15]([Cl:8])=[CH:14][N:13]=[C:12]([NH:16][C:17](=[O:22])[C:18]([CH3:19])([CH3:21])[CH3:20])[CH:11]=1. The catalyst class is: 10. (3) Reactant: Cl.[NH2:2][OH:3].[OH-].[K+].[F:6][C:7]1[CH:12]=[CH:11][C:10]([C:13](=[CH:29][C:30]2[CH:35]=[C:34]([O:36][CH3:37])[C:33]([O:38][CH3:39])=[C:32]([O:40][CH3:41])[CH:31]=2)[C:14]([NH:16][CH2:17][C:18]2[CH:28]=[CH:27][C:21]([C:22](OCC)=[O:23])=[CH:20][CH:19]=2)=[O:15])=[CH:9][CH:8]=1.O. Product: [F:6][C:7]1[CH:8]=[CH:9][C:10]([C:13](=[CH:29][C:30]2[CH:35]=[C:34]([O:36][CH3:37])[C:33]([O:38][CH3:39])=[C:32]([O:40][CH3:41])[CH:31]=2)[C:14]([NH:16][CH2:17][C:18]2[CH:28]=[CH:27][C:21]([C:22]([NH:2][OH:3])=[O:23])=[CH:20][CH:19]=2)=[O:15])=[CH:11][CH:12]=1. The catalyst class is: 130. (4) Reactant: C[O:2][C:3](=[O:33])[CH2:4][CH2:5][C:6]1[CH:11]=[CH:10][C:9]([C:12]([CH2:30][CH3:31])([C:15]2[CH:20]=[CH:19][C:18]([C:21]#[C:22][C:23]([CH2:27][CH3:28])([OH:26])[CH2:24][CH3:25])=[C:17]([CH3:29])[CH:16]=2)[CH2:13][CH3:14])=[CH:8][C:7]=1[CH3:32].[OH-].[K+].[NH4+].[Cl-]. Product: [CH2:13]([C:12]([C:9]1[CH:10]=[CH:11][C:6]([CH2:5][CH2:4][C:3]([OH:33])=[O:2])=[C:7]([CH3:32])[CH:8]=1)([C:15]1[CH:20]=[CH:19][C:18]([C:21]#[C:22][C:23]([CH2:24][CH3:25])([OH:26])[CH2:27][CH3:28])=[C:17]([CH3:29])[CH:16]=1)[CH2:30][CH3:31])[CH3:14]. The catalyst class is: 24.